Dataset: Full USPTO retrosynthesis dataset with 1.9M reactions from patents (1976-2016). Task: Predict the reactants needed to synthesize the given product. (1) Given the product [Cl:17][C:18]1[CH:23]=[CH:22][CH:21]=[CH:20][C:19]=1[N:24]1[C:10](=[O:12])[C:9]2[C:4](=[N:5][C:6]([S:15][CH3:16])=[N:7][CH:8]=2)[NH:3][C:25]1=[O:26], predict the reactants needed to synthesize it. The reactants are: [H-].[Na+].[NH2:3][C:4]1[C:9]([C:10]([O:12]CC)=O)=[CH:8][N:7]=[C:6]([S:15][CH3:16])[N:5]=1.[Cl:17][C:18]1[CH:23]=[CH:22][CH:21]=[CH:20][C:19]=1[N:24]=[C:25]=[O:26]. (2) Given the product [NH2:46][C:43]1[S:44][CH:45]=[C:41](/[C:13](=[N:12]/[O:11][C:8]([C:7]([OH:54])=[O:6])([CH3:9])[CH3:10])/[C:14]([NH:16][C@H:17]2[C@@H:18]([CH2:26][N:27]3[CH:31]=[C:30]([CH2:32][NH:33][C:34](=[O:40])[CH2:35][N+:36]([CH3:37])([CH3:38])[CH3:39])[N:29]=[N:28]3)[N:19]([S:22]([O-:25])(=[O:24])=[O:23])[C:20]2=[O:21])=[O:15])[N:42]=1, predict the reactants needed to synthesize it. The reactants are: [Br-].C([O:6][C:7](=[O:54])[C:8]([O:11]/[N:12]=[C:13](/[C:41]1[N:42]=[C:43]([NH:46]C(OC(C)(C)C)=O)[S:44][CH:45]=1)\[C:14]([NH:16][C@@H:17]1[C:20](=[O:21])[N:19]([S:22]([OH:25])(=[O:24])=[O:23])[C@@H:18]1[CH2:26][N:27]1[CH:31]=[C:30]([CH2:32][NH:33][C:34](=[O:40])[CH2:35][N+:36]([CH3:39])([CH3:38])[CH3:37])[N:29]=[N:28]1)=[O:15])([CH3:10])[CH3:9])(C)(C)C.C(O)(C(F)(F)F)=O.C(Cl)Cl.C([SiH](CC)CC)C. (3) Given the product [N:1]1[CH:34]=[CH:35][N:7]2[CH:6]=[C:5]([C:8]3[N:17]=[C:16]([NH:18][CH2:19][CH:20]([C:27]4[CH:32]=[CH:31][CH:30]=[CH:29][CH:28]=4)[C:21]4[N:26]=[CH:25][CH:24]=[CH:23][N:22]=4)[C:15]4[C:10](=[CH:11][CH:12]=[CH:13][CH:14]=4)[N:9]=3)[CH:4]=[N:3][C:2]=12, predict the reactants needed to synthesize it. The reactants are: [NH2:1][C:2]1[N:7]=[CH:6][C:5]([C:8]2[N:17]=[C:16]([NH:18][CH2:19][CH:20]([C:27]3[CH:32]=[CH:31][CH:30]=[CH:29][CH:28]=3)[C:21]3[N:26]=[CH:25][CH:24]=[CH:23][N:22]=3)[C:15]3[C:10](=[CH:11][CH:12]=[CH:13][CH:14]=3)[N:9]=2)=[CH:4][N:3]=1.Cl[CH2:34][CH:35]=O. (4) Given the product [C:20]1([CH3:30])[CH:25]=[CH:24][C:23]([S:26]([N:2]([CH3:1])[C@H:3]([C:11]([OH:13])=[O:12])[CH2:4][C:5]2[CH:6]=[CH:7][CH:8]=[CH:9][CH:10]=2)(=[O:28])=[O:27])=[CH:22][CH:21]=1, predict the reactants needed to synthesize it. The reactants are: [CH3:1][NH:2][C@H:3]([C:11]([OH:13])=[O:12])[CH2:4][C:5]1[CH:10]=[CH:9][CH:8]=[CH:7][CH:6]=1.O1CCOCC1.[C:20]1([CH3:30])[CH:25]=[CH:24][C:23]([S:26](Cl)(=[O:28])=[O:27])=[CH:22][CH:21]=1. (5) Given the product [C:2]([O:6][C:7](=[O:15])[NH:8][C:9]1([C:12]2[N:13]=[CH:22][CH:21]=[CH:19][N:14]=2)[CH2:11][CH2:10]1)([CH3:5])([CH3:3])[CH3:4], predict the reactants needed to synthesize it. The reactants are: Cl.[C:2]([O:6][C:7](=[O:15])[NH:8][C:9]1([C:12](=[NH:14])[NH2:13])[CH2:11][CH2:10]1)([CH3:5])([CH3:4])[CH3:3].CN([C:19]([CH:21]=[CH2:22])=O)C.CNC. (6) Given the product [O:42]=[C:39]1[NH:38][C@H:37]2[CH2:36][S:35][C@@H:34]([CH2:33][CH2:32][CH2:31][CH2:27][C:28]([NH:2][CH2:3][CH2:4][CH2:5][NH:6][C:7]([C:9]3[CH:13]=[C:12]([C:14]4[CH:19]=[CH:18][CH:17]=[CH:16][CH:15]=4)[O:11][N:10]=3)=[O:8])=[O:29])[C@H:41]2[NH:40]1, predict the reactants needed to synthesize it. The reactants are: Cl.[NH2:2][CH2:3][CH2:4][CH2:5][NH:6][C:7]([C:9]1[CH:13]=[C:12]([C:14]2[CH:19]=[CH:18][CH:17]=[CH:16][CH:15]=2)[O:11][N:10]=1)=[O:8].O=C1CCC(=O)N1[CH:27]([CH2:31][CH2:32][CH2:33][C@H:34]1[C@@H:41]2[C@@H:37]([NH:38][C:39](=[O:42])[NH:40]2)[CH2:36][S:35]1)[C:28]([O-])=[O:29].CCN(C(C)C)C(C)C.